Regression/Classification. Given a drug SMILES string, predict its absorption, distribution, metabolism, or excretion properties. Task type varies by dataset: regression for continuous measurements (e.g., permeability, clearance, half-life) or binary classification for categorical outcomes (e.g., BBB penetration, CYP inhibition). Dataset: cyp1a2_veith. From a dataset of CYP1A2 inhibition data for predicting drug metabolism from PubChem BioAssay. (1) The result is 1 (inhibitor). The drug is COc1ccc(/C=C/C(=O)c2ccoc2)cc1. (2) The molecule is CC[C@]1(O)C[C@H]2CN(CCc3c([nH]c4ccccc34)[C@](C(=O)OC)(c3cc4c(cc3OC)N(C)[C@@H]3[C@](O)(C(=O)OC)[C@H](OC(C)=O)[C@]5(CC)C=CCN6CC[C@]43[C@@H]65)C2)C1. The result is 0 (non-inhibitor).